From a dataset of TCR-epitope binding with 47,182 pairs between 192 epitopes and 23,139 TCRs. Binary Classification. Given a T-cell receptor sequence (or CDR3 region) and an epitope sequence, predict whether binding occurs between them. (1) The epitope is SSTFNVPMEKLK. The TCR CDR3 sequence is CASSSGTGETTGANVLTF. Result: 0 (the TCR does not bind to the epitope). (2) The epitope is FSKQLQQSM. The TCR CDR3 sequence is CASSSRGAYEQYF. Result: 0 (the TCR does not bind to the epitope). (3) The epitope is GVAMPNLYK. The TCR CDR3 sequence is CASSQDLGSSGNTIYF. Result: 0 (the TCR does not bind to the epitope).